Dataset: Reaction yield outcomes from USPTO patents with 853,638 reactions. Task: Predict the reaction yield, written as a fraction of the theoretical maximum amount of product (1.0 means a 100% yield; for example, 0.34 means a 34% yield). (1) The reactants are Cl.[C:2]([NH2:5])(=[NH:4])[CH3:3].C[O-].[Na+].[C:9]([C:11]1[CH:16]=[CH:15][CH:14]=[CH:13][C:12]=1[C:17]1[CH:22]=[C:21]([F:23])[C:20]([CH2:24][CH:25]([C:30](=O)[CH2:31][CH2:32][CH2:33][CH3:34])[C:26](OC)=[O:27])=[C:19]([F:36])[CH:18]=1)#[N:10].O. The catalyst is CO. The product is [CH2:31]([C:30]1[N:4]=[C:2]([CH3:3])[NH:5][C:26](=[O:27])[C:25]=1[CH2:24][C:20]1[C:21]([F:23])=[CH:22][C:17]([C:12]2[C:11]([C:9]#[N:10])=[CH:16][CH:15]=[CH:14][CH:13]=2)=[CH:18][C:19]=1[F:36])[CH2:32][CH2:33][CH3:34]. The yield is 0.630. (2) The reactants are [NH2:1][C:2]1[C:3]([F:20])=[CH:4][C:5]([F:19])=[C:6]([CH:18]=1)[O:7][C:8]1[CH:13]=[CH:12][N:11]=[C:10]([NH2:14])[C:9]=1[N+:15]([O-:17])=[O:16].[F:21][C:22]([F:34])([F:33])[O:23][C:24]1[CH:25]=[C:26]([CH:30]=[CH:31][CH:32]=1)[C:27](Cl)=[O:28]. No catalyst specified. The product is [NH2:14][C:10]1[C:9]([N+:15]([O-:17])=[O:16])=[C:8]([O:7][C:6]2[C:5]([F:19])=[CH:4][C:3]([F:20])=[C:2]([NH:1][C:27](=[O:28])[C:26]3[CH:30]=[CH:31][CH:32]=[C:24]([O:23][C:22]([F:21])([F:33])[F:34])[CH:25]=3)[CH:18]=2)[CH:13]=[CH:12][N:11]=1. The yield is 0.880. (3) The reactants are [CH2:1]([O:8][C:9]1[CH:14]=[CH:13][C:12]([N+:15]([O-])=O)=[CH:11][C:10]=1[F:18])[C:2]1[CH:7]=[CH:6][CH:5]=[CH:4][CH:3]=1.C1(C)C=CC=CC=1.C([O-])=O.[NH4+]. The catalyst is [Fe].O. The product is [CH2:1]([O:8][C:9]1[CH:14]=[CH:13][C:12]([NH2:15])=[CH:11][C:10]=1[F:18])[C:2]1[CH:3]=[CH:4][CH:5]=[CH:6][CH:7]=1. The yield is 0.870. (4) The reactants are Cl[C:2]1[N:3]([C@@H:15]2[O:21][C@H:20]([CH2:22][OH:23])[C@@H:18]([OH:19])[C@H:16]2[OH:17])[C:4]2[C:9]([C:10]=1[C:11]#[N:12])=[CH:8][C:7]([Cl:13])=[C:6]([Cl:14])[CH:5]=2.[CH3:24][O-:25].[Na+]. The catalyst is CO. The product is [Cl:13][C:7]1[CH:8]=[C:9]2[C:4](=[CH:5][C:6]=1[Cl:14])[N:3]([C@@H:15]1[O:21][C@H:20]([CH2:22][OH:23])[C@@H:18]([OH:19])[C@H:16]1[OH:17])[C:2]([O:25][CH3:24])=[C:10]2[C:11]#[N:12]. The yield is 0.630. (5) The reactants are [CH3:1][C:2](=[O:7])[CH2:3][C:4](=[O:6])[CH3:5].[CH:8](=O)[C:9]1[CH:14]=[CH:13][CH:12]=[CH:11][CH:10]=1.B(OCCCC)(OCCCC)O[CH2:18][CH2:19][CH2:20]C.[CH2:32](N)[CH2:33][CH2:34][CH3:35].Cl. The catalyst is C(OCC)(=O)C. The product is [C:9]1([CH:8]=[CH:1][C:2](=[O:7])[CH2:3][C:4](=[O:6])[CH:5]=[CH:35][C:34]2[CH:20]=[CH:19][CH:18]=[CH:32][CH:33]=2)[CH:14]=[CH:13][CH:12]=[CH:11][CH:10]=1. The yield is 0.330. (6) The reactants are Br[CH2:2][C:3]1[C:8]([Cl:9])=[C:7]([Cl:10])[CH:6]=[CH:5][C:4]=1[Cl:11].[CH3:12][N:13]1[C:18](=[O:19])[CH:17]=[C:16]([CH3:20])[N:15]=[C:14]1[SH:21].C(N(CC)CC)C. The catalyst is C(O)C. The product is [CH3:12][N:13]1[C:18](=[O:19])[CH:17]=[C:16]([CH3:20])[N:15]=[C:14]1[S:21][CH2:2][C:3]1[C:4]([Cl:11])=[CH:5][CH:6]=[C:7]([Cl:10])[C:8]=1[Cl:9]. The yield is 0.720. (7) The reactants are [OH:1][C@@H:2]([C@H:4]1[C:10](=[O:11])[N:9]2[C@@H:5]1[CH2:6][C:7]([C:15]1[CH:25]=[CH:24][C:18]3[N:19]([CH3:23])[C:20](=[O:22])[O:21][C:17]=3[CH:16]=1)=[C:8]2[C:12]([O-:14])=[O:13])[CH3:3].[Na+].[C:27]([O:33][CH2:34]I)(=[O:32])[C:28]([CH3:31])([CH3:30])[CH3:29].C(OCC)(=O)C. The catalyst is CN(C=O)C. The product is [OH:1][C@@H:2]([C@H:4]1[C:10](=[O:11])[N:9]2[C@@H:5]1[CH2:6][C:7]([C:15]1[CH:25]=[CH:24][C:18]3[N:19]([CH3:23])[C:20](=[O:22])[O:21][C:17]=3[CH:16]=1)=[C:8]2[C:12]([O:14][CH2:34][O:33][C:27](=[O:32])[C:28]([CH3:31])([CH3:30])[CH3:29])=[O:13])[CH3:3]. The yield is 0.620. (8) The reactants are [NH2:1][C:2]1[CH:3]=[CH:4][C:5]([C:9]#[N:10])=[N:6][C:7]=1Br.[F:11][C:12]1(B(O)O)[CH:17]=[CH:16][CH:15]=[CH:14][NH:13]1. The catalyst is C(=O)([O-])[O-].[Na+].[Na+].C(#N)C.[Pd](Cl)Cl.C1(P(C2C=CC=CC=2)C2C=CC=CC=2)C=CC=CC=1.C1(P(C2C=CC=CC=2)C2C=CC=CC=2)C=CC=CC=1. The product is [NH2:1][C:2]1[C:7]([C:17]2[C:12]([F:11])=[N:13][CH:14]=[CH:15][CH:16]=2)=[N:6][C:5]([C:9]#[N:10])=[CH:4][CH:3]=1. The yield is 0.600.